From a dataset of Antibody developability classification from SAbDab with 2,409 antibodies. Regression/Classification. Given an antibody's heavy chain and light chain sequences, predict its developability. TAP uses regression for 5 developability metrics; SAbDab uses binary classification. (1) The antibody is ['QIQLVQSGPELKKPGETVKISCKASGYTFTNYGMNWVKQAPGKGLEWMGWINTNTGEPTYGEEFKGRFAFSLETSASTANLQINNLKNEDKATFFCARGEDNFGSLSDYWGQGTTLTVSS', 'DIVMTQSPKFMSTSVGDRVTITCKASQDVSTAVVWYQQKPGQSPKLLIYWASTRHIGVPDRFAGSGSGTDYTLTISSVQAEDLALYYCQQHYSPPWTFGGGTKLEIK']. Result: 0 (not developable). (2) The antibody is ['EVQLQQSGPVLVKPGASVKMSCKASGYTFTDYYVNWVKQSRGKSLEWLGLIIPSNGGTTYNQKFRGKATLTVDKSSSTAYMELNSLTSEDSAVYYCARRGLTGALFAYWGQGTLVTVSA', 'DIVMTQSHKFMSTSVGDRVSITCKASQDVTSAVAWFQQKPGQSPKLLIYSASYRYTGVPDRFTGSGSGTDFTFTISSVQAEDLAVYYCQQHYGTPLTFGAGTKLELK']. Result: 0 (not developable). (3) The antibody is ['QVQLQQPGAELVRPGASVKLSCKASGYTLTTYWMNWFKQRPDQGLEWIGRIDPYDSETHYNQKFKDKAILTVDRSSSTAYMQLSSLTSEDSAVYYCTRFLQITTIIYGMDYWGQGTSVTVSS', 'DVVMTQTPLSLPVSLGDQASISCRSSQTLVHSNGNTYLHWYLQKPGQSPKLLIYKVSNRFSGVPDRFSGSGSGTDFTLKISRVEAEDLGVYFCSQNTHVPYTFGGGTKLEIK']. Result: 0 (not developable). (4) The antibody is ['EVQLVESGGGLVQPGGSLRLSCAASGFTFSRYSMSWVRQAPGKGLELVAQINSVGSSTYYPDTVKGRFTISRDNAKNTLYLQMNSLRAEDTAVYYCASGDYWGQGTLVTVSS', 'DVVMTQSPLSLPVTLGQPASISCRSSQSLIYSDGNAYLHWFLQKPGQSPRLLIYKVSNRFSGVPDRFSGSGSGTDFTLKISRVEAEDVGVYYCSQSTHVPWTFGQGTKVEIK']. Result: 0 (not developable). (5) The antibody is ['EVQLQQSGAELVRPGASVKLSCTASGFNIKDDFMHWVKQRPEQGLEWIGRIDPANDNTKYAPKFQDKATIIADTSSNTAYLQLSSLTSEDTAVYYCARREVYSYYSPLDVWGAGTTVTVPS', 'DIVMTQSPSSLTVTAGEKVTMSCKSSQSLLNSGNQKNYLTWYQQKPGQPPKLLIYWASTRESGVPDRFTGSGSGTDFTLTISSVQAEDLAVYYCQNDYSYPLTFGAGTKLEPG']. Result: 0 (not developable). (6) The antibody is ['EVQLVESGGGLVQPGGSLRLSCAASGFNIKDTYIHWVREAPGKGLEWVARIYPTNGYTRYADSVKGRFTISADTSKNTAYLQMNSLRAEDTAVYYCSRWGGDGFYAMDYWGQGTLVTVSS', 'DIQMTQSPSSLSASVGDRVTITCRASQDVNTAVAWYQKKPGKAPKLLIYSASFLESGVPSRFSGSRSGTDFTLTISSLQPEDFATYYCQQHYTTPPTFGQGTKVEIK']. Result: 0 (not developable). (7) The antibody is ['QVQLQESGPGLVKPSETLSLTCTVSGGSISGYYWSWIRQPPGKGLEWIGYIHYSRSTNSNPALKSRVTISSDTSKNQLSLRLSSVTAADTAVYYCARDTYYYDSGDYEDAFDIWGQGTMVTVSS', 'QLVLTQSPSASASLGASVKLTCTLSSGHSNYAIAWHQQQPGKGPRYLMKVNRDGSHIRGDGIPDRFSGSTSGAERYLTISSLQSEDEADYYCQTWGAGIRVFGGGTKLTVL']. Result: 0 (not developable).